Dataset: Forward reaction prediction with 1.9M reactions from USPTO patents (1976-2016). Task: Predict the product of the given reaction. (1) Given the reactants [C:1]([NH:4][C:5]1[N:10]=[C:9]([N:11]2[C:15]([CH3:16])=[CH:14][C:13]([CH3:17])=[N:12]2)[N:8]=[C:7]([C:18]2[CH:19]=[C:20]([CH:27]=[CH:28][CH:29]=2)[CH2:21][O:22]S(C)(=O)=O)[CH:6]=1)(=[O:3])[CH3:2].[I-].[Na+].C[N:33]1[CH2:37][CH2:36][CH:35](O)[CH2:34]1.[H-].[Na+].[CH3:41]N(C=O)C, predict the reaction product. The product is: [CH3:17][C:13]1[CH:14]=[C:15]([CH3:16])[N:11]([C:9]2[N:10]=[C:5]([NH:4][C:1](=[O:3])[CH3:2])[CH:6]=[C:7]([C:18]3[CH:29]=[CH:28][CH:27]=[C:20]([C@H:21]([O:22][CH:35]4[CH2:36][CH2:37][NH:33][CH2:34]4)[CH3:41])[CH:19]=3)[N:8]=2)[N:12]=1. (2) Given the reactants Br[C:2]1[CH:7]=[CH:6][C:5]([CH:8]2[N:12]([C:13]3[CH:18]=[CH:17][C:16]([F:19])=[CH:15][C:14]=3[F:20])[N:11]=[C:10]([C:21]([C:27]([F:30])([F:29])[F:28])([C:23]([F:26])([F:25])[F:24])[OH:22])[CH2:9]2)=[CH:4][CH:3]=1.[C:31]([N:38]1[CH2:44][CH2:43][CH2:42][NH:41][CH2:40][CH2:39]1)([O:33][C:34]([CH3:37])([CH3:36])[CH3:35])=[O:32].C1C=CC(P(C2C(C3C(P(C4C=CC=CC=4)C4C=CC=CC=4)=CC=C4C=3C=CC=C4)=C3C(C=CC=C3)=CC=2)C2C=CC=CC=2)=CC=1.CC(C)([O-])C.[Na+], predict the reaction product. The product is: [F:20][C:14]1[CH:15]=[C:16]([F:19])[CH:17]=[CH:18][C:13]=1[N:12]1[CH:8]([C:5]2[CH:6]=[CH:7][C:2]([N:41]3[CH2:42][CH2:43][CH2:44][N:38]([C:31]([O:33][C:34]([CH3:37])([CH3:36])[CH3:35])=[O:32])[CH2:39][CH2:40]3)=[CH:3][CH:4]=2)[CH2:9][C:10]([C:21]([C:27]([F:30])([F:29])[F:28])([C:23]([F:24])([F:26])[F:25])[OH:22])=[N:11]1. (3) Given the reactants [CH3:1][C:2]([C:4]1[CH:9]=[C:8](Br)[CH:7]=[CH:6][C:5]=1[OH:11])=[O:3].[F:12][C:13]([F:24])([F:23])[C:14]1[CH:19]=[CH:18][CH:17]=[CH:16][C:15]=1B(O)O.C(=O)([O-])[O-].[K+].[K+].Cl, predict the reaction product. The product is: [OH:11][C:5]1[CH:6]=[CH:7][C:8]([C:15]2[CH:16]=[CH:17][CH:18]=[CH:19][C:14]=2[C:13]([F:24])([F:23])[F:12])=[CH:9][C:4]=1[C:2](=[O:3])[CH3:1]. (4) Given the reactants [C:1]1([CH2:7][CH2:8][C:9]2[NH:17][C:12]3=[N:13][CH:14]=[CH:15][CH:16]=[C:11]3[CH:10]=2)[CH:6]=[CH:5][CH:4]=[CH:3][CH:2]=1.ClC1C=CC=C(C(OO)=[O:26])C=1, predict the reaction product. The product is: [C:1]1([CH2:7][CH2:8][C:9]2[NH:17][C:12]3=[N+:13]([O-:26])[CH:14]=[CH:15][CH:16]=[C:11]3[CH:10]=2)[CH:2]=[CH:3][CH:4]=[CH:5][CH:6]=1. (5) The product is: [CH:1]1([CH2:6][CH2:7][CH2:8][CH2:9][OH:10])[CH2:5][CH2:4][CH2:3][CH2:2]1. Given the reactants [CH:1]1([CH2:6][CH2:7][CH2:8][CH:9]=[O:10])[CH2:5][CH2:4][CH2:3][CH2:2]1.[BH4-].[Na+], predict the reaction product.